This data is from Full USPTO retrosynthesis dataset with 1.9M reactions from patents (1976-2016). The task is: Predict the reactants needed to synthesize the given product. (1) Given the product [Cl:69][C:2]1[CH:3]=[CH:4][C:5]([CH2:6][N:7]2[C:15]3[C:10](=[CH:11][CH:12]=[CH:13][CH:14]=3)[CH:9]=[C:8]2[C:16]([N:18]2[CH2:23][CH2:22][CH:21]([C:24]([NH:67][C@@H:65]([C:59]3[CH:64]=[CH:63][CH:62]=[CH:61][CH:60]=3)[CH3:66])=[O:26])[CH2:20][CH2:19]2)=[O:17])=[CH:27][CH:28]=1, predict the reactants needed to synthesize it. The reactants are: F[C:2]1[CH:28]=[CH:27][C:5]([CH2:6][N:7]2[C:15]3[C:10](=[CH:11][CH:12]=[CH:13][CH:14]=3)[CH:9]=[C:8]2[C:16]([N:18]2[CH2:23][CH2:22][CH:21]([C:24]([OH:26])=O)[CH2:20][CH2:19]2)=[O:17])=[CH:4][CH:3]=1.C(N=C=NCCCN(C)C)C.ON1C2C=CC=CC=2N=N1.C(N(CC)C(C)C)(C)C.[C:59]1([C@H:65]([NH2:67])[CH3:66])[CH:64]=[CH:63][CH:62]=[CH:61][CH:60]=1.C(Cl)[Cl:69]. (2) Given the product [C:34]([NH2:36])([NH2:35])=[N:33][NH2:32].[S:1]1[C:6]2[CH:7]=[CH:8][CH:9]=[CH:10][C:5]=2[N:4]([CH2:11][CH2:12][O:13][C:14]2[CH:15]=[CH:16][C:17]([CH2:20][CH:21]([O:25][CH2:26][CH3:27])[C:22]([OH:24])=[O:23])=[CH:18][CH:19]=2)[CH2:3][CH2:2]1, predict the reactants needed to synthesize it. The reactants are: [S:1]1[C:6]2[CH:7]=[CH:8][CH:9]=[CH:10][C:5]=2[N:4]([CH2:11][CH2:12][O:13][C:14]2[CH:19]=[CH:18][C:17]([CH2:20][CH:21]([O:25][CH2:26][CH3:27])[C:22]([OH:24])=[O:23])=[CH:16][CH:15]=2)[CH2:3][CH2:2]1.C(=O)(O)O.[NH2:32][NH:33][C:34]([NH2:36])=[NH:35]. (3) Given the product [CH2:19]([O:20][C:21](=[O:4])/[CH:17]=[C:14](/[C:11]1[CH:12]=[CH:13][C:8]([Br:7])=[CH:9][CH:10]=1)\[CH3:15])[CH3:18], predict the reactants needed to synthesize it. The reactants are: CC(C)([O-:4])C.[K+].[Br:7][C:8]1[CH:13]=[CH:12][C:11]([C:14](=O)[CH3:15])=[CH:10][CH:9]=1.[CH2:17]1[CH2:21][O:20][CH2:19][CH2:18]1. (4) The reactants are: Cl[C:2]1[CH:3]=[CH:4][CH:5]=[C:6]2[C:11]=1[NH:10][C:9]([C:12]([F:15])([F:14])[F:13])=[N:8][C:7]2=[O:16].[N:17]1[C:26]2[C:21](=[CH:22][CH:23]=[CH:24][CH:25]=2)[CH:20]=[C:19](B(O)O)[CH:18]=1.CC(C1C=C(C(C)C)C(C2C=CC=CC=2P(C2CCCCC2)C2CCCCC2)=C(C(C)C)C=1)C.P([O-])([O-])([O-])=O.[K+].[K+].[K+]. Given the product [N:17]1[C:26]2[C:21](=[CH:22][CH:23]=[CH:24][CH:25]=2)[CH:20]=[C:19]([C:2]2[CH:3]=[CH:4][CH:5]=[C:6]3[C:11]=2[NH:10][C:9]([C:12]([F:15])([F:14])[F:13])=[N:8][C:7]3=[O:16])[CH:18]=1, predict the reactants needed to synthesize it. (5) The reactants are: [C:1]([C:3]1[CH:15]=[C:14]2[C:6]([C:7]3[C:8](=[O:30])[C:9]4[CH:21]=[CH:20][C:19](OS(C(F)(F)F)(=O)=O)=[CH:18][C:10]=4[C:11]([CH3:17])([CH3:16])[C:12]=3[NH:13]2)=[CH:5][CH:4]=1)#[N:2].[CH2:31](O)[CH2:32]C.C([B-](F)(F)F)=C.[K+].C(N(CC)CC)C. Given the product [CH3:16][C:11]1([CH3:17])[C:12]2[NH:13][C:14]3[C:6](=[CH:5][CH:4]=[C:3]([C:1]#[N:2])[CH:15]=3)[C:7]=2[C:8](=[O:30])[C:9]2[CH:21]=[CH:20][C:19]([CH:31]=[CH2:32])=[CH:18][C:10]1=2, predict the reactants needed to synthesize it.